Predict the reactants needed to synthesize the given product. From a dataset of Full USPTO retrosynthesis dataset with 1.9M reactions from patents (1976-2016). (1) The reactants are: [Br:1][C:2]1[CH:8]=[CH:7][C:5]([NH2:6])=[C:4]([N+:9]([O-:11])=[O:10])[C:3]=1F.C(=O)([O-])[O-].[Cs+].[Cs+].[F:19][C:20]1[CH:25]=[C:24]([F:26])[CH:23]=[CH:22][C:21]=1[OH:27]. Given the product [Br:1][C:2]1[CH:8]=[CH:7][C:5]([NH2:6])=[C:4]([N+:9]([O-:11])=[O:10])[C:3]=1[O:27][C:21]1[CH:22]=[CH:23][C:24]([F:26])=[CH:25][C:20]=1[F:19], predict the reactants needed to synthesize it. (2) Given the product [Cl:8][C:5]1[N:6]=[CH:7][C:2]([NH:17][C:15](=[O:16])[C:14]([CH3:19])([CH3:18])[CH3:13])=[C:3]([C:9]([F:12])([F:11])[F:10])[CH:4]=1, predict the reactants needed to synthesize it. The reactants are: Br[C:2]1[C:3]([C:9]([F:12])([F:11])[F:10])=[CH:4][C:5]([Cl:8])=[N:6][CH:7]=1.[CH3:13][C:14]([CH3:19])([CH3:18])[C:15]([NH2:17])=[O:16].C([O-])([O-])=O.[K+].[K+].